The task is: Regression. Given a peptide amino acid sequence and an MHC pseudo amino acid sequence, predict their binding affinity value. This is MHC class I binding data.. This data is from Peptide-MHC class I binding affinity with 185,985 pairs from IEDB/IMGT. (1) The peptide sequence is SSKQYPAGR. The MHC is HLA-A03:01 with pseudo-sequence HLA-A03:01. The binding affinity (normalized) is 0.128. (2) The peptide sequence is IAILLLSVY. The MHC is Mamu-A2201 with pseudo-sequence Mamu-A2201. The binding affinity (normalized) is 0.377.